From a dataset of Catalyst prediction with 721,799 reactions and 888 catalyst types from USPTO. Predict which catalyst facilitates the given reaction. (1) Product: [NH2:11][C:5]1[CH:4]=[CH:3][C:2]([Br:1])=[CH:13][C:6]=1[C:7]([NH:15][CH:16]1[CH2:21][CH2:20][C:19](=[O:22])[NH:18][C:17]1=[O:23])=[O:9]. Reactant: [Br:1][C:2]1[CH:13]=[C:6]2[C:7]([O:9]C(=O)[NH:11][C:5]2=[CH:4][CH:3]=1)=O.Cl.[NH2:15][CH:16]1[CH2:21][CH2:20][C:19](=[O:22])[NH:18][C:17]1=[O:23].C(N(CC)CC)C.C(O)(=O)C. The catalyst class is: 10. (2) Reactant: [CH3:1][O:2][CH2:3][CH2:4][OH:5].[H-].[Na+].[Cl:8][C:9]1[CH:10]=[C:11]([NH:16][C:17]2[C:26]3[C:21](=[CH:22][C:23](F)=[C:24]([N+:27]([O-:29])=[O:28])[CH:25]=3)[N:20]=[CH:19][N:18]=2)[CH:12]=[CH:13][C:14]=1[F:15].O. Product: [Cl:8][C:9]1[CH:10]=[C:11]([NH:16][C:17]2[C:26]3[C:21](=[CH:22][C:23]([O:5][CH2:4][CH2:3][O:2][CH3:1])=[C:24]([N+:27]([O-:29])=[O:28])[CH:25]=3)[N:20]=[CH:19][N:18]=2)[CH:12]=[CH:13][C:14]=1[F:15]. The catalyst class is: 16. (3) Product: [F:26][C:2]([F:25])([F:1])[CH2:3][CH:4]([OH:24])[CH2:5][O:6][C:7]1[CH:15]=[CH:14][CH:13]=[C:12]2[C:8]=1[CH:9]=[CH:10][N:11]2[C:16]1[CH:21]=[CH:20][N:19]=[C:18]([S:22]([CH3:23])=[O:35])[N:17]=1. Reactant: [F:1][C:2]([F:26])([F:25])[CH2:3][CH:4]([OH:24])[CH2:5][O:6][C:7]1[CH:15]=[CH:14][CH:13]=[C:12]2[C:8]=1[CH:9]=[CH:10][N:11]2[C:16]1[CH:21]=[CH:20][N:19]=[C:18]([S:22][CH3:23])[N:17]=1.C1C=C(Cl)C=C(C(OO)=[O:35])C=1. The catalyst class is: 22. (4) Reactant: [O:1]=[C:2]1[C:10]2[C:5](=[CH:6][CH:7]=[CH:8][CH:9]=2)[C:4](=[O:11])[N:3]1[CH2:12][CH2:13][C:14]([OH:16])=O.C(Cl)(=O)C([Cl:20])=O.CN(C=O)C. Product: [O:1]=[C:2]1[C:10]2[C:5](=[CH:6][CH:7]=[CH:8][CH:9]=2)[C:4](=[O:11])[N:3]1[CH2:12][CH2:13][C:14]([Cl:20])=[O:16]. The catalyst class is: 2. (5) Reactant: [Br:1][C:2]1[CH:7]=[CH:6][C:5]([OH:8])=[C:4]([N+:9]([O-:11])=[O:10])[CH:3]=1.[CH2:12](Br)[C:13]1[CH:18]=[CH:17][CH:16]=[CH:15][CH:14]=1.C(=O)([O-])[O-].[Cs+].[Cs+]. Product: [Br:1][C:2]1[CH:7]=[CH:6][C:5]([O:8][CH2:12][C:13]2[CH:18]=[CH:17][CH:16]=[CH:15][CH:14]=2)=[C:4]([N+:9]([O-:11])=[O:10])[CH:3]=1. The catalyst class is: 3. (6) Reactant: [O:1]1CCO[CH:2]1[C:6]1[C:11]([CH3:12])=[CH:10][C:9]([NH:13][C:14]([CH2:16][CH2:17][N:18]2[CH2:23][CH2:22][CH:21]([O:24][C:25](=[O:39])[NH:26][C:27]3[CH:32]=[CH:31][CH:30]=[CH:29][C:28]=3[C:33]3[CH:38]=[CH:37][CH:36]=[CH:35][CH:34]=3)[CH2:20][CH2:19]2)=[O:15])=[C:8]([CH3:40])[CH:7]=1.C(#N)C.Cl.[OH-].[Na+]. Product: [CH:2]([C:6]1[C:11]([CH3:12])=[CH:10][C:9]([NH:13][C:14]([CH2:16][CH2:17][N:18]2[CH2:19][CH2:20][CH:21]([O:24][C:25](=[O:39])[NH:26][C:27]3[CH:32]=[CH:31][CH:30]=[CH:29][C:28]=3[C:33]3[CH:38]=[CH:37][CH:36]=[CH:35][CH:34]=3)[CH2:22][CH2:23]2)=[O:15])=[C:8]([CH3:40])[CH:7]=1)=[O:1]. The catalyst class is: 13. (7) Reactant: C(OC([NH:8][C:9]1[S:10][CH:11]=[C:12]([CH2:14][CH2:15][N:16]([C:24]2[CH:29]=[CH:28][C:27]([NH:30][C:31]([C:33]3[CH2:38][CH2:37][CH2:36][CH2:35][C:34]=3[C:39]3[CH:44]=[CH:43][C:42]([C:45]([F:48])([F:47])[F:46])=[CH:41][CH:40]=3)=[O:32])=[CH:26][CH:25]=2)C(=O)OC(C)(C)C)[N:13]=1)=O)(C)(C)C.FC(F)(F)C(O)=O. Product: [NH2:8][C:9]1[S:10][CH:11]=[C:12]([CH2:14][CH2:15][NH:16][C:24]2[CH:29]=[CH:28][C:27]([NH:30][C:31]([C:33]3[CH2:38][CH2:37][CH2:36][CH2:35][C:34]=3[C:39]3[CH:40]=[CH:41][C:42]([C:45]([F:48])([F:46])[F:47])=[CH:43][CH:44]=3)=[O:32])=[CH:26][CH:25]=2)[N:13]=1. The catalyst class is: 4. (8) Reactant: [CH:1]1[C:15](=[O:16])[N:14]=[C:13]2[N:3]([C@@H:4]3[O:8][C@H:7]([CH2:9][OH:10])[C@@H:6]([OH:11])[C@@H:5]3[O:12]2)[CH:2]=1.[C:17]1([CH2:33][OH:34])[C:30]2[C:31]3=[C:32]4[C:27](=[CH:28][CH:29]=2)[CH:26]=[CH:25][CH:24]=[C:23]4[CH:22]=[CH:21][C:20]3=[CH:19][CH:18]=1.C([O-])(O)=O.[Na+].C1COCC1. Product: [C:17]1([CH2:33][O:34][C@@H:5]2[C@H:6]([OH:11])[C@@H:7]([CH2:9][OH:10])[O:8][C@H:4]2[N:3]2[CH:2]=[CH:1][C:15](=[O:16])[NH:14][C:13]2=[O:12])[C:30]2[C:31]3=[C:32]4[C:27](=[CH:28][CH:29]=2)[CH:26]=[CH:25][CH:24]=[C:23]4[CH:22]=[CH:21][C:20]3=[CH:19][CH:18]=1. The catalyst class is: 16. (9) Reactant: [NH:1]([C:40]([O:42][CH2:43][C:44]1[CH:49]=[CH:48]C=CC=1)=[O:41])[C@H:2]([C:26]([NH:28][CH2:29][C:30]([O:32]CC1C=CC=CC=1)=[O:31])=[O:27])[CH2:3][C:4](=O)[NH:5][C:6]([C:19]1[CH:24]=[CH:23][CH:22]=[CH:21][CH:20]=1)([C:13]1[CH:18]=[CH:17][CH:16]=[CH:15][CH:14]=1)[C:7]1[CH:12]=[CH:11][CH:10]=[CH:9][CH:8]=1.[OH2:50]. Product: [NH:1]([C:40]([O:42][CH2:43][CH:44]1[C:12]2[C:7](=[CH:8][CH:9]=[CH:10][CH:11]=2)[C:6]2[C:49]1=[CH:48][CH:15]=[CH:14][CH:13]=2)=[O:41])[C@H:2]([C:26]([NH:28][CH2:29][C:30]([OH:32])=[O:31])=[O:27])[CH2:3][C:4](=[O:50])[NH:5][C:6]([C:7]1[CH:12]=[CH:11][CH:10]=[CH:9][CH:8]=1)([C:13]1[CH:18]=[CH:17][CH:16]=[CH:15][CH:14]=1)[C:19]1[CH:20]=[CH:21][CH:22]=[CH:23][CH:24]=1. The catalyst class is: 394. (10) Reactant: [Cl:1][C:2]1[CH:7]=[CH:6][C:5]([C:8]2[N:12]([CH2:13][C:14](O)=[O:15])[C:11]3[CH:17]=[C:18]([C:20]([O:22][CH3:23])=[O:21])[S:19][C:10]=3[C:9]=2[CH:24]2[CH2:29][CH2:28][CH2:27][CH2:26][CH2:25]2)=[CH:4][CH:3]=1.[NH:30]1[CH2:35][CH2:34][O:33][CH2:32][CH2:31]1.CCN(C(C)C)C(C)C.CN(C(ON1N=NC2C=CC=NC1=2)=[N+](C)C)C.F[P-](F)(F)(F)(F)F. Product: [Cl:1][C:2]1[CH:3]=[CH:4][C:5]([C:8]2[N:12]([CH2:13][C:14]([N:30]3[CH2:35][CH2:34][O:33][CH2:32][CH2:31]3)=[O:15])[C:11]3[CH:17]=[C:18]([C:20]([O:22][CH3:23])=[O:21])[S:19][C:10]=3[C:9]=2[CH:24]2[CH2:25][CH2:26][CH2:27][CH2:28][CH2:29]2)=[CH:6][CH:7]=1. The catalyst class is: 85.